This data is from Reaction yield outcomes from USPTO patents with 853,638 reactions. The task is: Predict the reaction yield, written as a fraction of the theoretical maximum amount of product (1.0 means a 100% yield; for example, 0.34 means a 34% yield). (1) The reactants are [C:1]([C:5]1[CH:9]=[C:8]([NH:10][C:11]([NH:13][C@@H:14]2[C:23]3[C:18](=[CH:19][CH:20]=[CH:21][CH:22]=3)[C@H:17]([O:24][C:25]3[CH:26]=[CH:27][C:28]4[N:29]([C:31]([N:34]5[CH2:39][CH2:38][CH2:37][CH2:36][C@@H:35]5[CH3:40])=[N:32][N:33]=4)[CH:30]=3)[CH2:16][CH2:15]2)=[O:12])[N:7]([CH2:41][CH2:42][O:43]S(C)(=O)=O)[N:6]=1)([CH3:4])([CH3:3])[CH3:2].[CH3:48][NH:49][CH3:50].C1C[O:54]CC1. No catalyst specified. The product is [CH:42]([OH:43])=[O:54].[C:1]([C:5]1[CH:9]=[C:8]([NH:10][C:11]([NH:13][C@@H:14]2[C:23]3[C:18](=[CH:19][CH:20]=[CH:21][CH:22]=3)[C@H:17]([O:24][C:25]3[CH:26]=[CH:27][C:28]4[N:29]([C:31]([N:34]5[CH2:39][CH2:38][CH2:37][CH2:36][C@@H:35]5[CH3:40])=[N:32][N:33]=4)[CH:30]=3)[CH2:16][CH2:15]2)=[O:12])[N:7]([CH2:41][CH2:42][N:49]([CH3:50])[CH3:48])[N:6]=1)([CH3:4])([CH3:3])[CH3:2]. The yield is 0.620. (2) The reactants are [NH2:1][C:2]1[C:11]2[C:6](=[C:7](Br)[CH:8]=[CH:9][CH:10]=2)[N:5]=[N:4][C:3]=1[C:13]([NH:15][CH2:16][CH2:17][CH3:18])=[O:14].[F:19][C:20]1[C:21]([O:29][CH3:30])=[C:22](B(O)O)[CH:23]=[CH:24][CH:25]=1. No catalyst specified. The product is [NH2:1][C:2]1[C:11]2[C:6](=[C:7]([C:22]3[CH:23]=[CH:24][CH:25]=[C:20]([F:19])[C:21]=3[O:29][CH3:30])[CH:8]=[CH:9][CH:10]=2)[N:5]=[N:4][C:3]=1[C:13]([NH:15][CH2:16][CH2:17][CH3:18])=[O:14]. The yield is 0.880. (3) The reactants are B(Br)(Br)Br.[Br:5][C:6]1[C:7]([CH3:16])=[C:8]([C:11]([O:14]C)=[CH:12][CH:13]=1)[CH:9]=[O:10].O.C(OCC)(=O)C.CCCCCC. The catalyst is ClCCl. The product is [Br:5][C:6]1[C:7]([CH3:16])=[C:8]([C:11]([OH:14])=[CH:12][CH:13]=1)[CH:9]=[O:10]. The yield is 0.736.